The task is: Predict the reaction yield, written as a fraction of the theoretical maximum amount of product (1.0 means a 100% yield; for example, 0.34 means a 34% yield).. This data is from Reaction yield outcomes from USPTO patents with 853,638 reactions. (1) The reactants are [Cl:1][C:2]1[CH:9]=[CH:8][C:5]([CH:6]=O)=[C:4]([CH3:10])[CH:3]=1.C(O)(=O)C.[N+:15]([CH3:18])([O-:17])=[O:16]. The catalyst is O. The product is [Cl:1][C:2]1[CH:9]=[CH:8][C:5](/[CH:6]=[CH:18]/[N+:15]([O-:17])=[O:16])=[C:4]([CH3:10])[CH:3]=1. The yield is 0.650. (2) The reactants are [Cl:1][C:2]1[CH:7]=[CH:6][C:5]([NH:8][C:9]2[C:14]3[N:15]([CH3:28])[C:16](=[O:27])[N:17]([CH2:18][C:19]4[CH:24]=[CH:23][C:22]([O:25][CH3:26])=[CH:21][CH:20]=4)[C:13]=3[CH:12]=[CH:11][CH:10]=2)=[CH:4][CH:3]=1.Br[CH:30]([CH3:32])[CH3:31].CN(C)C=O.[H-].[Na+]. The catalyst is [I-].C([N+](CCCC)(CCCC)CCCC)CCC.O. The product is [Cl:1][C:2]1[CH:7]=[CH:6][C:5]([N:8]([C:9]2[C:14]3[N:15]([CH3:28])[C:16](=[O:27])[N:17]([CH2:18][C:19]4[CH:24]=[CH:23][C:22]([O:25][CH3:26])=[CH:21][CH:20]=4)[C:13]=3[CH:12]=[CH:11][CH:10]=2)[CH:30]([CH3:32])[CH3:31])=[CH:4][CH:3]=1. The yield is 0.620. (3) The reactants are F[C:2]1[CH:3]=[C:4]2[C:9](=[CH:10][N:11]=1)[N:8]=[CH:7][C:6]([C:12]#[N:13])=[C:5]2[NH:14][C:15]1[CH:16]=[C:17]2[C:21](=[CH:22][CH:23]=1)[NH:20][CH:19]=[CH:18]2.[N:24]1([CH2:30][CH2:31][NH2:32])[CH2:29][CH2:28][O:27][CH2:26][CH2:25]1. No catalyst specified. The product is [NH:20]1[C:21]2[C:17](=[CH:16][C:15]([NH:14][C:5]3[C:4]4[C:9](=[CH:10][N:11]=[C:2]([NH:32][CH2:31][CH2:30][N:24]5[CH2:29][CH2:28][O:27][CH2:26][CH2:25]5)[CH:3]=4)[N:8]=[CH:7][C:6]=3[C:12]#[N:13])=[CH:23][CH:22]=2)[CH:18]=[CH:19]1. The yield is 0.550. (4) The reactants are C([O:3][C:4]([C:6]1[C:15](=[O:16])[C:14]2[C:9](=[CH:10][CH:11]=[CH:12][C:13]=2[O:17][CH3:18])[NH:8][CH:7]=1)=[O:5])C. The catalyst is [OH-].[Na+]. The product is [CH3:18][O:17][C:13]1[CH:12]=[CH:11][CH:10]=[C:9]2[C:14]=1[C:15](=[O:16])[C:6]([C:4]([OH:5])=[O:3])=[CH:7][NH:8]2. The yield is 0.520. (5) The yield is 0.570. The catalyst is C(O)=O. The product is [O:1]=[C:2]1[C:10]2[C:5](=[CH:6][CH:7]=[C:8]([CH2:11][CH2:12][CH3:13])[CH:9]=2)[CH2:4][N:3]1[C:14]1[CH:19]=[CH:18][C:17]([CH:20]([CH3:28])[C:21]([OH:23])=[O:22])=[CH:16][CH:15]=1. The reactants are [O:1]=[C:2]1[C:10]2[C:5](=[CH:6][CH:7]=[C:8]([CH2:11][CH2:12][CH3:13])[CH:9]=2)[CH2:4][N:3]1[C:14]1[CH:19]=[CH:18][C:17]([CH:20]([CH3:28])[C:21]([O:23]C(C)(C)C)=[O:22])=[CH:16][CH:15]=1. (6) The reactants are [O:1]=[C:2]1[C:10]2[C:5](=[CH:6][C:7]([N+:11]([O-])=O)=[CH:8][CH:9]=2)[C:4](=[O:14])[N:3]1[CH:15]1[CH2:20][CH2:19][C:18](=[O:21])[NH:17][C:16]1=[O:22]. The catalyst is O1CCOCC1.[Pd]. The product is [O:1]=[C:2]1[C:10]2[C:5](=[CH:6][C:7]([NH2:11])=[CH:8][CH:9]=2)[C:4](=[O:14])[N:3]1[CH:15]1[CH2:20][CH2:19][C:18](=[O:21])[NH:17][C:16]1=[O:22]. The yield is 0.690.